From a dataset of CYP2C19 inhibition data for predicting drug metabolism from PubChem BioAssay. Regression/Classification. Given a drug SMILES string, predict its absorption, distribution, metabolism, or excretion properties. Task type varies by dataset: regression for continuous measurements (e.g., permeability, clearance, half-life) or binary classification for categorical outcomes (e.g., BBB penetration, CYP inhibition). Dataset: cyp2c19_veith. (1) The compound is Cn1c(C(=O)Nc2ccccc2)cc2sccc21. The result is 1 (inhibitor). (2) The molecule is C[N+](C)(CCCOc1ccccc1)c1ccccc1.O=C(O)c1cc2ccccc2cc1[O-]. The result is 0 (non-inhibitor). (3) The compound is CC[C@@H]1CN2CCc3cc(OC)c(OC)cc3[C@H]2C[C@@H]1C[C@@H]1NCCc2cc(O)c(OC)cc21.Cl.Cl.O.O.O.O.O.O.O. The result is 0 (non-inhibitor).